This data is from Reaction yield outcomes from USPTO patents with 853,638 reactions. The task is: Predict the reaction yield, written as a fraction of the theoretical maximum amount of product (1.0 means a 100% yield; for example, 0.34 means a 34% yield). (1) The reactants are C([O:3][C:4](=[O:32])[CH:5]=[CH:6][C:7]1[CH:12]=[CH:11][CH:10]=[C:9]([C:13]#[C:14][C:15]2[CH:16]=[C:17]3[C:22](=[C:23]([CH:25]([CH3:27])[CH3:26])[CH:24]=2)[O:21][C:20]([CH3:29])([CH3:28])[CH2:19][C:18]3([CH3:31])[CH3:30])[CH:8]=1)C.[OH-].[K+]. The catalyst is C(O)C.O1CCCC1. The product is [CH:25]([C:23]1[CH:24]=[C:15]([C:14]#[C:13][C:9]2[CH:8]=[C:7]([CH:6]=[CH:5][C:4]([OH:32])=[O:3])[CH:12]=[CH:11][CH:10]=2)[CH:16]=[C:17]2[C:22]=1[O:21][C:20]([CH3:28])([CH3:29])[CH2:19][C:18]2([CH3:31])[CH3:30])([CH3:27])[CH3:26]. The yield is 0.660. (2) The reactants are [N+:1]([C:4]1[CH:12]=[C:11]2[C:7]([C:8]([C:13]#[N:14])=[CH:9][NH:10]2)=[CH:6][CH:5]=1)([O-])=O. The catalyst is CCO.[Pd]. The product is [NH2:1][C:4]1[CH:12]=[C:11]2[C:7]([C:8]([C:13]#[N:14])=[CH:9][NH:10]2)=[CH:6][CH:5]=1. The yield is 0.990. (3) The reactants are [NH2:1][C:2]1[C:3]([OH:11])=[C:4]([CH:8]=[CH:9][CH:10]=1)[C:5]([OH:7])=[O:6].[CH2:12](C(CC)(CC)C([O-])([O-])[O-])[CH3:13].[CH3:23][C:24]1C=CC(S(O)(=O)=O)=CC=1. No catalyst specified. The product is [CH3:12][C:13]1[O:11][C:3]2[C:4]([C:5]([O:7][CH2:23][CH3:24])=[O:6])=[CH:8][CH:9]=[CH:10][C:2]=2[N:1]=1. The yield is 0.950. (4) The reactants are [C:1]([C:4]1[CH:9]=[CH:8][CH:7]=[CH:6][CH:5]=1)(=[O:3])[CH3:2].C(O)(=O)C.[Br:14]Br. No catalyst specified. The product is [Br:14][CH2:2][C:1]([C:4]1[CH:9]=[CH:8][CH:7]=[CH:6][CH:5]=1)=[O:3]. The yield is 0.410. (5) The reactants are [CH:1]([C:3]1[CH:4]=[C:5](B(O)O)[O:6][CH:7]=1)=[O:2].I[C:12]1[C:20]2[C:15](=[N:16][CH:17]=[N:18][C:19]=2[NH2:21])[N:14]([CH:22]([CH3:24])[CH3:23])[N:13]=1.C([O-])([O-])=O.[Na+].[Na+]. The catalyst is CCO.COCCOC.C1C=CC([P]([Pd]([P](C2C=CC=CC=2)(C2C=CC=CC=2)C2C=CC=CC=2)([P](C2C=CC=CC=2)(C2C=CC=CC=2)C2C=CC=CC=2)[P](C2C=CC=CC=2)(C2C=CC=CC=2)C2C=CC=CC=2)(C2C=CC=CC=2)C2C=CC=CC=2)=CC=1. The product is [NH2:21][C:19]1[N:18]=[CH:17][N:16]=[C:15]2[N:14]([CH:22]([CH3:24])[CH3:23])[N:13]=[C:12]([C:5]3[O:6][CH:7]=[C:3]([CH:1]=[O:2])[CH:4]=3)[C:20]=12. The yield is 0.390. (6) The reactants are O[CH2:2][C:3]1[CH:8]=[C:7]([N+:9]([O-:11])=[O:10])[CH:6]=[CH:5][C:4]=1[CH2:12][CH2:13][OH:14].C1(=O)NC(=O)CC1.C1(P(C2C=CC=CC=2)C2C=CC=CC=2)C=CC=CC=1.N(C(OCC)=O)=NC(OCC)=O. The catalyst is C1COCC1. The product is [N+:9]([C:7]1[CH:6]=[CH:5][C:4]2[CH2:12][CH2:13][O:14][CH2:2][C:3]=2[CH:8]=1)([O-:11])=[O:10]. The yield is 0.660. (7) The reactants are [O:1]1[CH2:5][CH2:4][CH2:3][CH2:2]1.[NH2:6][C:7]1[C:14]([OH:15])=[C:13]([F:16])[C:12]([Br:17])=[C:11]([CH3:18])[C:8]=1[C:9]#[N:10].[C:19](=[O:22])([O-])O.[Na+]. The catalyst is C(OCC)(=O)C. The product is [Br:17][C:12]1[C:13]([F:16])=[C:14]([OH:15])[C:7]([NH:6][C:19](=[O:22])[C:8]([CH3:11])([CH3:9])[CH2:7][O:1][CH2:5][C:4]2[CH:14]=[CH:13][CH:12]=[CH:2][CH:3]=2)=[C:8]([C:9]#[N:10])[C:11]=1[CH3:18]. The yield is 0.700. (8) The reactants are [F:1][C:2]([F:11])([F:10])[C:3]1[CH:9]=[CH:8][C:6]([NH2:7])=[CH:5][CH:4]=1.C(N(CC)CC)C.[Cl-].ClC1N(C)CC[NH+]1C.[CH3:28][C:29]1[C:34](=[O:35])[C:33]([CH3:36])=[C:32]([CH3:37])[C:31](=[O:38])[C:30]=1[CH2:39][C:40]1[CH:41]=[CH:42][C:43]([O:49][C:50](=[O:52])[CH3:51])=[C:44]([CH:48]=1)[C:45](O)=[O:46]. The catalyst is C(Cl)Cl. The product is [CH3:28][C:29]1[C:34](=[O:35])[C:33]([CH3:36])=[C:32]([CH3:37])[C:31](=[O:38])[C:30]=1[CH2:39][C:40]1[CH:41]=[CH:42][C:43]([O:49][C:50](=[O:52])[CH3:51])=[C:44]([CH:48]=1)[C:45]([NH:7][C:6]1[CH:8]=[CH:9][C:3]([C:2]([F:10])([F:11])[F:1])=[CH:4][CH:5]=1)=[O:46]. The yield is 0.620. (9) The reactants are N1C=CC=C1.[CH:6]([O:9][CH2:10][CH2:11][CH2:12][NH2:13])([CH3:8])[CH3:7].[OH:14][C:15]1[CH:20]=[CH:19][C:18]([C:21](=O)[CH2:22][CH2:23][C:24]([C:26]2[CH:34]=[CH:33][C:29]([C:30]([OH:32])=[O:31])=[CH:28][CH:27]=2)=O)=[CH:17][CH:16]=1. No catalyst specified. The product is [OH:14][C:15]1[CH:20]=[CH:19][C:18]([C:21]2[N:13]([CH2:12][CH2:11][CH2:10][O:9][CH:6]([CH3:8])[CH3:7])[C:24]([C:26]3[CH:27]=[CH:28][C:29]([C:30]([OH:32])=[O:31])=[CH:33][CH:34]=3)=[CH:23][CH:22]=2)=[CH:17][CH:16]=1. The yield is 0.490.